This data is from Forward reaction prediction with 1.9M reactions from USPTO patents (1976-2016). The task is: Predict the product of the given reaction. (1) Given the reactants [N:1]1[CH:2]=[C:3]([S:10][C:11]2[CH:20]=[CH:19][C:14]3[N:15]=[C:16]([NH2:18])[S:17][C:13]=3[CH:12]=2)[N:4]2[CH:9]=[CH:8][CH:7]=[N:6][C:5]=12.[C:21](Cl)(=[O:28])[C:22]1[CH:27]=[CH:26][CH:25]=[CH:24][CH:23]=1, predict the reaction product. The product is: [N:1]1[CH:2]=[C:3]([S:10][C:11]2[CH:20]=[CH:19][C:14]3[N:15]=[C:16]([NH:18][C:21](=[O:28])[C:22]4[CH:27]=[CH:26][CH:25]=[CH:24][CH:23]=4)[S:17][C:13]=3[CH:12]=2)[N:4]2[CH:9]=[CH:8][CH:7]=[N:6][C:5]=12. (2) Given the reactants [CH2:1]([O:5][C:6]([C:8]1[N:12]=[C:11]([CH2:13][C:14]2[CH:19]=[CH:18][CH:17]=[CH:16][CH:15]=2)[NH:10][N:9]=1)=[O:7])[CH2:2][CH2:3][CH3:4].[C:20](=O)([O-])[O-].[K+].[K+].IC, predict the reaction product. The product is: [CH2:1]([O:5][C:6]([C:8]1[N:12]=[C:11]([CH2:13][C:14]2[CH:15]=[CH:16][CH:17]=[CH:18][CH:19]=2)[N:10]([CH3:20])[N:9]=1)=[O:7])[CH2:2][CH2:3][CH3:4]. (3) Given the reactants Cl[C:2]1[C:3](=[O:16])[N:4]([CH3:15])[S:5](=[O:14])(=[O:13])[C:6]=1[C:7]1[CH:12]=[CH:11][CH:10]=[CH:9][CH:8]=1.[CH3:17][O:18][C:19]1[CH:25]=[CH:24][C:22]([NH2:23])=[CH:21][CH:20]=1, predict the reaction product. The product is: [CH3:17][O:18][C:19]1[CH:25]=[CH:24][C:22]([NH:23][C:2]2[C:3](=[O:16])[N:4]([CH3:15])[S:5](=[O:14])(=[O:13])[C:6]=2[C:7]2[CH:12]=[CH:11][CH:10]=[CH:9][CH:8]=2)=[CH:21][CH:20]=1. (4) The product is: [CH3:1][N:2]1[CH2:3][CH2:4][N:5]([C:8]2[CH:9]=[C:10]([NH:14][C:15]3[CH:20]=[CH:19][N:18]4[N:21]=[CH:22][C:23]([CH:24]=[C:32]5[NH:26][C:27](=[O:28])[NH:29][C:30]5=[O:31])=[C:17]4[N:16]=3)[CH:11]=[CH:12][CH:13]=2)[CH2:6][CH2:7]1. Given the reactants [CH3:1][N:2]1[CH2:7][CH2:6][N:5]([C:8]2[CH:9]=[C:10]([NH:14][C:15]3[CH:20]=[CH:19][N:18]4[N:21]=[CH:22][C:23]([CH:24]=O)=[C:17]4[N:16]=3)[CH:11]=[CH:12][CH:13]=2)[CH2:4][CH2:3]1.[NH:26]1[CH2:32][C:30](=[O:31])[NH:29][C:27]1=[O:28].N1CCCCC1, predict the reaction product. (5) Given the reactants [C:9](O[C:9]([O:11][C:12]([CH3:15])([CH3:14])[CH3:13])=[O:10])([O:11][C:12]([CH3:15])([CH3:14])[CH3:13])=[O:10].Br.[OH:17][C:18]1[CH:28]=[CH:27][C:21]2[CH2:22][CH2:23][NH:24][CH2:25][CH2:26][C:20]=2[C:19]=1[CH3:29].C(N(CC)CC)C, predict the reaction product. The product is: [OH:17][C:18]1[CH:28]=[CH:27][C:21]2[CH2:22][CH2:23][N:24]([C:9]([O:11][C:12]([CH3:13])([CH3:14])[CH3:15])=[O:10])[CH2:25][CH2:26][C:20]=2[C:19]=1[CH3:29].